Dataset: Forward reaction prediction with 1.9M reactions from USPTO patents (1976-2016). Task: Predict the product of the given reaction. (1) The product is: [Br:1][C:2]1[CH:10]=[C:9]2[C:5]([C:6]([C:19]([NH:21][C:22]3[CH:23]=[N:24][N:25]([C@H:46]([C:40]4[CH:45]=[CH:44][CH:43]=[CH:42][CH:41]=4)[CH2:47][CH3:48])[CH:26]=3)=[O:20])=[N:7][N:8]2[CH2:11][O:12][CH2:13][CH2:14][Si:15]([CH3:18])([CH3:17])[CH3:16])=[CH:4][CH:3]=1. Given the reactants [Br:1][C:2]1[CH:10]=[C:9]2[C:5]([C:6]([C:19]([NH:21][C:22]3[CH:23]=[N:24][NH:25][CH:26]=3)=[O:20])=[N:7][N:8]2[CH2:11][O:12][CH2:13][CH2:14][Si:15]([CH3:18])([CH3:17])[CH3:16])=[CH:4][CH:3]=1.C(P(CCCC)CCCC)CCC.[C:40]1([C@H:46](O)[CH2:47][CH3:48])[CH:45]=[CH:44][CH:43]=[CH:42][CH:41]=1.CN(C(N=NC(N(C)C)=O)=O)C, predict the reaction product. (2) Given the reactants [OH:1][C:2]1[C:11]2[C:6](=[CH:7][CH:8]=[CH:9][N:10]=2)[NH:5][C:4](=[O:12])[C:3]=1[C:13]([O:15]C)=O.[F:17][C:18]1[CH:25]=[CH:24][C:21]([CH2:22][NH2:23])=[CH:20][CH:19]=1, predict the reaction product. The product is: [F:17][C:18]1[CH:25]=[CH:24][C:21]([CH2:22][NH:23][C:13]([C:3]2[C:4](=[O:12])[NH:5][C:6]3[C:11]([C:2]=2[OH:1])=[N:10][CH:9]=[CH:8][CH:7]=3)=[O:15])=[CH:20][CH:19]=1. (3) Given the reactants [F:1][C:2]1[CH:43]=[CH:42][CH:41]=[C:40]([F:44])[C:3]=1[C:4]([NH:6][C:7]1[CH:12]=[CH:11][CH:10]=[C:9]([C:13]2[N:14]=[C:15]([CH3:39])[S:16][C:17]=2[C:18]2[CH:23]=[CH:22][N:21]=[C:20]([NH:24][C:25]3[CH:30]=[CH:29][C:28]([O:31][CH:32]4[CH2:37][CH2:36][NH:35][CH2:34][CH2:33]4)=[C:27]([F:38])[CH:26]=3)[N:19]=2)[CH:8]=1)=[O:5].C=O.[CH3:47]C(O)=O.C(O[BH-](OC(=O)C)OC(=O)C)(=O)C.[Na+], predict the reaction product. The product is: [F:44][C:40]1[CH:41]=[CH:42][CH:43]=[C:2]([F:1])[C:3]=1[C:4]([NH:6][C:7]1[CH:12]=[CH:11][CH:10]=[C:9]([C:13]2[N:14]=[C:15]([CH3:39])[S:16][C:17]=2[C:18]2[CH:23]=[CH:22][N:21]=[C:20]([NH:24][C:25]3[CH:30]=[CH:29][C:28]([O:31][CH:32]4[CH2:37][CH2:36][N:35]([CH3:47])[CH2:34][CH2:33]4)=[C:27]([F:38])[CH:26]=3)[N:19]=2)[CH:8]=1)=[O:5]. (4) Given the reactants Br[C:2]1[N:7]2[C:8]([NH:18][CH:19]3[CH2:24][CH2:23][CH2:22][CH2:21][CH2:20]3)=[C:9]([C:11]3[CH:16]=[CH:15][CH:14]=[CH:13][C:12]=3[Cl:17])[N:10]=[C:6]2[CH:5]=[CH:4][CH:3]=1.[O-:25][CH2:26][CH3:27].[Na+], predict the reaction product. The product is: [Cl:17][C:12]1[CH:13]=[CH:14][CH:15]=[CH:16][C:11]=1[C:9]1[N:10]=[C:6]2[CH:5]=[CH:4][CH:3]=[C:2]([O:25][CH2:26][CH3:27])[N:7]2[C:8]=1[NH:18][CH:19]1[CH2:24][CH2:23][CH2:22][CH2:21][CH2:20]1. (5) The product is: [NH:1]1[CH:5]=[C:4]([CH2:6][CH2:7][CH2:8][CH2:9][C:10]([Cl:15])=[O:12])[N:3]=[N:2]1. Given the reactants [NH:1]1[CH:5]=[C:4]([CH2:6][CH2:7][CH2:8][CH2:9][C:10]([OH:12])=O)[N:3]=[N:2]1.S(Cl)([Cl:15])=O, predict the reaction product. (6) Given the reactants [NH2:1][C@@H:2]([CH2:34][C:35]1[CH:40]=[CH:39][CH:38]=[CH:37][CH:36]=1)[CH2:3][C@H:4]([OH:33])[C@@H:5]([NH:20][C:21]([C@@H:23]([NH:28][C:29](=[O:32])[O:30][CH3:31])[C:24]([CH3:27])([CH3:26])[CH3:25])=[O:22])[CH2:6][C:7]1[CH:12]=[CH:11][C:10]([C:13]2[CH:18]=[CH:17][C:16]([CH3:19])=[CH:15][N:14]=2)=[CH:9][CH:8]=1.[CH3:41][O:42][C:43]([NH:45][C@@H:46]([C:50]([CH3:53])([CH3:52])[CH3:51])[C:47](O)=[O:48])=[O:44].CCOP(ON1N=NC2C=CC=CC=2C1=O)(OCC)=O.C(N(CC)C(C)C)(C)C, predict the reaction product. The product is: [CH2:34]([C@H:2]([NH:1][C:47](=[O:48])[C@H:46]([C:50]([CH3:52])([CH3:51])[CH3:53])[NH:45][C:43](=[O:44])[O:42][CH3:41])[CH2:3][C@H:4]([OH:33])[C@H:5]([CH2:6][C:7]1[CH:12]=[CH:11][C:10]([C:13]2[CH:18]=[CH:17][C:16]([CH3:19])=[CH:15][N:14]=2)=[CH:9][CH:8]=1)[NH:20][C:21](=[O:22])[C@@H:23]([NH:28][C:29](=[O:32])[O:30][CH3:31])[C:24]([CH3:26])([CH3:25])[CH3:27])[C:35]1[CH:36]=[CH:37][CH:38]=[CH:39][CH:40]=1. (7) Given the reactants [C:1]1([NH:7][N:8]=[C:9]([C:12]#[N:13])[C:10]#[N:11])[CH:6]=[CH:5][CH:4]=[CH:3][CH:2]=1.NC1C=CC=CC=1.C(#N)CC#N.[NH:26]([C:28]1[CH:36]=[CH:35][C:31]([C:32]([OH:34])=[O:33])=[CH:30][CH:29]=1)[NH2:27], predict the reaction product. The product is: [NH2:11][C:10]1[C:9]([N:8]=[N:7][C:1]2[CH:2]=[CH:3][CH:4]=[CH:5][CH:6]=2)=[C:12]([NH2:13])[N:26]([C:28]2[CH:29]=[CH:30][C:31]([C:32]([OH:34])=[O:33])=[CH:35][CH:36]=2)[N:27]=1.